This data is from Catalyst prediction with 721,799 reactions and 888 catalyst types from USPTO. The task is: Predict which catalyst facilitates the given reaction. (1) Reactant: [C:1]([OH:6])(=[O:5])[C:2]([OH:4])=[O:3].O.[NH2:8][C@H:9]1[CH2:14][CH2:13][C@H:12]([C:15]([N:17]([CH3:19])[CH3:18])=[O:16])[CH2:11][C@H:10]1[NH:20][C:21](=[O:27])[O:22][C:23]([CH3:26])([CH3:25])[CH3:24]. Product: [C:1]([OH:6])(=[O:5])[C:2]([OH:4])=[O:3].[NH2:8][C@H:9]1[CH2:14][CH2:13][C@H:12]([C:15]([N:17]([CH3:18])[CH3:19])=[O:16])[CH2:11][C@H:10]1[NH:20][C:21](=[O:27])[O:22][C:23]([CH3:25])([CH3:24])[CH3:26]. The catalyst class is: 10. (2) Reactant: [F:1][C:2]([F:21])([F:20])[C:3]1[C:11]2[CH2:10][CH2:9][CH2:8][CH2:7][C:6]=2[N:5]([CH2:12][CH2:13][CH2:14][CH2:15][C:16]([O:18]C)=[O:17])[N:4]=1.[OH-].[Na+].CO. Product: [F:21][C:2]([F:1])([F:20])[C:3]1[C:11]2[CH2:10][CH2:9][CH2:8][CH2:7][C:6]=2[N:5]([CH2:12][CH2:13][CH2:14][CH2:15][C:16]([OH:18])=[O:17])[N:4]=1. The catalyst class is: 1. (3) Reactant: C[O:2][C:3]1[CH:12]=[CH:11][C:10]2[C:5](=[CH:6][CH:7]=[C:8]([CH:13]=[CH2:14])[CH:9]=2)[C:4]=1[N+:15]([O-:17])=[O:16].B(Br)(Br)Br. Product: [N+:15]([C:4]1[C:5]2[C:10](=[CH:9][C:8]([CH:13]=[CH2:14])=[CH:7][CH:6]=2)[CH:11]=[CH:12][C:3]=1[OH:2])([O-:17])=[O:16]. The catalyst class is: 2. (4) Reactant: [NH2:1][CH2:2][C:3]([NH:5][OH:6])=[O:4].[F:7][CH2:8][CH2:9][CH2:10][CH2:11][O:12][C:13]1[CH:18]=[CH:17][C:16]([S:19](Cl)(=[O:21])=[O:20])=[CH:15][CH:14]=1.C(N(C(C)C)C(C)C)C. Product: [F:7][CH2:8][CH2:9][CH2:10][CH2:11][O:12][C:13]1[CH:18]=[CH:17][C:16]([S:19]([NH:1][CH2:2][C:3]([NH:5][OH:6])=[O:4])(=[O:21])=[O:20])=[CH:15][CH:14]=1. The catalyst class is: 4. (5) Reactant: N12CCCC1=NCCC2.[C:20]([O:19][O:19][C:20](=[O:27])[C:21]1[CH:26]=[CH:25][CH:24]=[CH:23][CH:22]=1)(=[O:27])[C:21]1[CH:26]=[CH:25][CH:24]=[CH:23][CH:22]=1.[C:28]([S:32][C:33]([C:35]1[N:36]2[C@H:39]([S:40](=[O:45])(=[O:44])[CH2:41][C:42]=1[CH3:43])[C@@H:38]([O:46][CH3:47])[C:37]2=[O:48])=[O:34])([CH3:31])([CH3:30])[CH3:29]. Product: [C:28]([S:32][C:33]([C:35]1[N:36]2[C@H:39]([S:40](=[O:45])(=[O:44])[CH:41]([O:19][C:20](=[O:27])[C:21]3[CH:22]=[CH:23][CH:24]=[CH:25][CH:26]=3)[C:42]=1[CH3:43])[C@@H:38]([O:46][CH3:47])[C:37]2=[O:48])=[O:34])([CH3:31])([CH3:29])[CH3:30]. The catalyst class is: 10.